This data is from Catalyst prediction with 721,799 reactions and 888 catalyst types from USPTO. The task is: Predict which catalyst facilitates the given reaction. (1) Reactant: [O:1]=[C:2]1[CH2:7][CH2:6][CH2:5][C:4]2([CH2:12][CH2:11][N:10](C(OC(C)(C)C)=O)[CH2:9][CH2:8]2)[NH:3]1.C(O)(C(F)(F)F)=O. Product: [NH:3]1[C:4]2([CH2:12][CH2:11][NH:10][CH2:9][CH2:8]2)[CH2:5][CH2:6][CH2:7][C:2]1=[O:1]. The catalyst class is: 4. (2) Reactant: [N+:1]([C:4]1[O:8][C:7]([C:9]([OH:11])=O)=[CH:6][CH:5]=1)([O-:3])=[O:2].CCN(C(C)C)C(C)C.CCN=C=NCCCN(C)C.C1C=CC2N(O)N=NC=2C=1.[CH:42]1[C:54]2[NH:53][C:52]3[C:47](=[CH:48][CH:49]=[CH:50][CH:51]=3)[C:46]=2[C:45]([O:55][CH2:56][CH:57]([OH:65])[CH2:58][N:59]2[CH2:64][CH2:63][NH:62][CH2:61][CH2:60]2)=[CH:44][CH:43]=1. Product: [CH:42]1[C:54]2[NH:53][C:52]3[C:47](=[CH:48][CH:49]=[CH:50][CH:51]=3)[C:46]=2[C:45]([O:55][CH2:56][CH:57]([OH:65])[CH2:58][N:59]2[CH2:64][CH2:63][N:62]([C:9]([C:7]3[O:8][C:4]([N+:1]([O-:3])=[O:2])=[CH:5][CH:6]=3)=[O:11])[CH2:61][CH2:60]2)=[CH:44][CH:43]=1. The catalyst class is: 85.